Predict which catalyst facilitates the given reaction. From a dataset of Catalyst prediction with 721,799 reactions and 888 catalyst types from USPTO. (1) Reactant: CCN(C(C)C)C(C)C.[NH2:10][C:11]1([C:17]([NH:19][CH:20]([C:25]2[CH:30]=[CH:29][C:28]([Cl:31])=[CH:27][CH:26]=2)[CH2:21][CH2:22][CH2:23][OH:24])=[O:18])[CH2:16][CH2:15][NH:14][CH2:13][CH2:12]1.Cl[C:33]1[C:34]2[CH:41]=[CH:40][NH:39][C:35]=2[N:36]=[CH:37][N:38]=1. Product: [NH2:10][C:11]1([C:17]([NH:19][CH:20]([C:25]2[CH:30]=[CH:29][C:28]([Cl:31])=[CH:27][CH:26]=2)[CH2:21][CH2:22][CH2:23][OH:24])=[O:18])[CH2:16][CH2:15][N:14]([C:33]2[C:34]3[CH:41]=[CH:40][NH:39][C:35]=3[N:36]=[CH:37][N:38]=2)[CH2:13][CH2:12]1. The catalyst class is: 8. (2) The catalyst class is: 12. Product: [ClH:22].[C:40]([N:39]1[CH2:43][CH2:44][CH:7]([O:6][C:5]2[CH:20]=[CH:21][C:2]([OH:1])=[CH:3][CH:4]=2)[CH2:38][CH2:36]1)(=[NH:35])[CH3:42]. Reactant: [OH:1][C:2]1[CH:21]=[CH:20][C:5]([O:6][CH:7]2CCN(C(OC(C)(C)C)=O)CC2)=[CH:4][CH:3]=1.[ClH:22].O1CCOCC1.Cl.C(=[NH:35])(OCC)C.[CH:36]([N:39]([CH2:43][CH3:44])[CH:40]([CH3:42])C)([CH3:38])C. (3) Reactant: [CH3:1][C@H:2]1[CH2:30][O:29][C@@:5]2([O:9][C@H:8]3[CH2:10][C@H:11]4[C@@H:16]5[CH2:17][CH2:18][C@@H:19]6[CH2:25][C:23](=[O:24])[CH2:22][CH2:21][C@:20]6([CH3:26])[C@H:15]5[CH2:14][CH2:13][C@:12]4([CH3:27])[C@H:7]3[C@@H:6]2[CH3:28])[CH2:4][CH2:3]1.CCC(C)[BH-](C(C)CC)C(C)CC.[Li+].C(O)(=O)CC(CC(O)=O)(C(O)=O)O. Product: [CH3:1][C@H:2]1[CH2:30][O:29][C@@:5]2([O:9][C@H:8]3[CH2:10][C@H:11]4[C@@H:16]5[CH2:17][CH2:18][C@@H:19]6[CH2:25][C@@H:23]([OH:24])[CH2:22][CH2:21][C@:20]6([CH3:26])[C@H:15]5[CH2:14][CH2:13][C@:12]4([CH3:27])[C@H:7]3[C@@H:6]2[CH3:28])[CH2:4][CH2:3]1. The catalyst class is: 30. (4) Reactant: [CH3:1][NH2:2].[CH3:3][CH2:4][NH:5][C:6]([C@H:8]1[O:12][C@@H:11]([N:13]2[C:17]3[N:18]=[C:19]([C:23]#[C:24][CH2:25][CH:26]4[CH2:31][CH2:30][CH:29]([C:32]([O:34]C)=O)[CH2:28][CH2:27]4)[N:20]=[C:21]([NH2:22])[C:16]=3[N:15]=[CH:14]2)[C@H:10]([OH:36])[C@@H:9]1[OH:37])=[O:7]. Product: [CH2:4]([NH:5][C:6]([CH:8]1[CH:9]([OH:37])[CH:10]([OH:36])[CH:11]([N:13]2[CH:14]=[N:15][C:16]3[C:17]2=[N:18][C:19]([C:23]#[C:24][CH2:25][CH:26]2[CH2:31][CH2:30][CH:29]([C:32](=[O:34])[NH:2][CH3:1])[CH2:28][CH2:27]2)=[N:20][C:21]=3[NH2:22])[O:12]1)=[O:7])[CH3:3]. The catalyst class is: 5. (5) Reactant: [CH:1]1([C:4](=[O:10])[CH2:5][C:6]([O:8][CH3:9])=[O:7])[CH2:3][CH2:2]1.S(Cl)([Cl:14])(=O)=O.O.C(Cl)(Cl)Cl. Product: [Cl:14][CH:5]([C:4]([CH:1]1[CH2:3][CH2:2]1)=[O:10])[C:6]([O:8][CH3:9])=[O:7]. The catalyst class is: 4. (6) Reactant: [CH2:1]([O:3][C:4]([N:6]1[CH2:11][CH2:10][N:9]([C:12](=[O:38])[C@@H:13]([NH:17][C:18]([C:20]2[CH:25]=[C:24]([O:26][CH:27]3[CH2:31][CH2:30][CH2:29][CH2:28]3)[N:23]=[C:22]([C:32]3[CH:37]=[CH:36][CH:35]=[CH:34][CH:33]=3)[N:21]=2)=[O:19])[CH2:14][CH2:15][OH:16])[CH2:8][CH2:7]1)=[O:5])[CH3:2].C[Si]([N-][Si](C)(C)C)(C)C.[K+].[CH2:49]([O:51][C:52](=[O:55])[CH2:53]Br)[CH3:50]. Product: [CH2:1]([O:3][C:4]([N:6]1[CH2:7][CH2:8][N:9]([C:12](=[O:38])[C@@H:13]([NH:17][C:18]([C:20]2[CH:25]=[C:24]([O:26][CH:27]3[CH2:28][CH2:29][CH2:30][CH2:31]3)[N:23]=[C:22]([C:32]3[CH:37]=[CH:36][CH:35]=[CH:34][CH:33]=3)[N:21]=2)=[O:19])[CH2:14][CH2:15][O:16][CH2:53][C:52]([O:51][CH2:49][CH3:50])=[O:55])[CH2:10][CH2:11]1)=[O:5])[CH3:2]. The catalyst class is: 1. (7) Reactant: [N:1]1([CH:7]2[CH2:12][CH2:11][CH:10]([N:13]3[C:18](=[O:19])[C:17]([CH2:20][C:21]4[CH:26]=[CH:25][C:24]([C:27]5[C:28]([C:33]#[N:34])=[CH:29][CH:30]=[CH:31][CH:32]=5)=[CH:23][CH:22]=4)=[C:16]([CH2:35][CH2:36][CH3:37])[N:15]4[N:38]=[CH:39][N:40]=[C:14]34)[CH2:9][CH2:8]2)[CH2:6][CH2:5][O:4][CH2:3][CH2:2]1.C([Sn](=O)CCCC)CCC.[N:51]([Si](C)(C)C)=[N+:52]=[N-:53].C1(C)C=CC=CC=1. Product: [N:1]1([CH:7]2[CH2:12][CH2:11][CH:10]([N:13]3[C:18](=[O:19])[C:17]([CH2:20][C:21]4[CH:26]=[CH:25][C:24]([C:27]5[CH:32]=[CH:31][CH:30]=[CH:29][C:28]=5[C:33]5[NH:53][N:52]=[N:51][N:34]=5)=[CH:23][CH:22]=4)=[C:16]([CH2:35][CH2:36][CH3:37])[N:15]4[N:38]=[CH:39][N:40]=[C:14]34)[CH2:9][CH2:8]2)[CH2:6][CH2:5][O:4][CH2:3][CH2:2]1. The catalyst class is: 13. (8) Reactant: [Cl:1][C:2]1[CH:7]=[C:6]([Cl:8])[CH:5]=[CH:4][C:3]=1[NH:9][C:10]1[N:15]=[C:14]([C:16]([F:19])([F:18])[F:17])[C:13]([CH2:20][OH:21])=[CH:12][N:11]=1.[Cl-].[Na+]. Product: [Cl:1][C:2]1[CH:7]=[C:6]([Cl:8])[CH:5]=[CH:4][C:3]=1[NH:9][C:10]1[N:15]=[C:14]([C:16]([F:19])([F:17])[F:18])[C:13]([CH:20]=[O:21])=[CH:12][N:11]=1. The catalyst class is: 742.